Dataset: NCI-60 drug combinations with 297,098 pairs across 59 cell lines. Task: Regression. Given two drug SMILES strings and cell line genomic features, predict the synergy score measuring deviation from expected non-interaction effect. (1) Drug 1: C1=CN(C(=O)N=C1N)C2C(C(C(O2)CO)O)O.Cl. Drug 2: CC1CCC2CC(C(=CC=CC=CC(CC(C(=O)C(C(C(=CC(C(=O)CC(OC(=O)C3CCCCN3C(=O)C(=O)C1(O2)O)C(C)CC4CCC(C(C4)OC)O)C)C)O)OC)C)C)C)OC. Cell line: NCIH23. Synergy scores: CSS=43.9, Synergy_ZIP=-1.88, Synergy_Bliss=0.151, Synergy_Loewe=-3.49, Synergy_HSA=0.582. (2) Synergy scores: CSS=42.2, Synergy_ZIP=1.64, Synergy_Bliss=3.28, Synergy_Loewe=-4.44, Synergy_HSA=3.24. Drug 2: C1CC(C1)(C(=O)O)C(=O)O.[NH2-].[NH2-].[Pt+2]. Drug 1: C1CCC(C1)C(CC#N)N2C=C(C=N2)C3=C4C=CNC4=NC=N3. Cell line: NCI-H460. (3) Drug 1: CCC1=CC2CC(C3=C(CN(C2)C1)C4=CC=CC=C4N3)(C5=C(C=C6C(=C5)C78CCN9C7C(C=CC9)(C(C(C8N6C)(C(=O)OC)O)OC(=O)C)CC)OC)C(=O)OC.C(C(C(=O)O)O)(C(=O)O)O. Drug 2: C1CC(C1)(C(=O)O)C(=O)O.[NH2-].[NH2-].[Pt+2]. Cell line: DU-145. Synergy scores: CSS=71.3, Synergy_ZIP=-0.879, Synergy_Bliss=-1.60, Synergy_Loewe=-18.7, Synergy_HSA=0.717. (4) Drug 1: CN(C)N=NC1=C(NC=N1)C(=O)N. Drug 2: C1=C(C(=O)NC(=O)N1)N(CCCl)CCCl. Cell line: PC-3. Synergy scores: CSS=19.6, Synergy_ZIP=-0.679, Synergy_Bliss=4.25, Synergy_Loewe=-3.57, Synergy_HSA=3.82. (5) Drug 1: CN(CCCl)CCCl.Cl. Drug 2: CC1C(C(CC(O1)OC2CC(CC3=C2C(=C4C(=C3O)C(=O)C5=C(C4=O)C(=CC=C5)OC)O)(C(=O)CO)O)N)O.Cl. Cell line: NCI-H226. Synergy scores: CSS=45.4, Synergy_ZIP=-0.138, Synergy_Bliss=-0.188, Synergy_Loewe=-22.0, Synergy_HSA=2.93.